From a dataset of Reaction yield outcomes from USPTO patents with 853,638 reactions. Predict the reaction yield, written as a fraction of the theoretical maximum amount of product (1.0 means a 100% yield; for example, 0.34 means a 34% yield). (1) The reactants are [O:1]=[C:2]1[C:6]2([CH2:11][CH2:10][NH:9][CH2:8][CH2:7]2)[N:5]([C:12]2[CH:17]=[CH:16][CH:15]=[CH:14][CH:13]=2)[CH2:4][N:3]1[CH2:18][C:19]1[CH:20]=[C:21]([CH:29]=[CH:30][CH:31]=1)[C:22]([O:24][C:25]([CH3:28])([CH3:27])[CH3:26])=[O:23].Cl[CH2:33][CH2:34][CH2:35][N:36]1[C:44]2[C:39](=[CH:40][CH:41]=[CH:42][CH:43]=2)[C:38]([F:46])([F:45])[C:37]1=[O:47].[I-].[Na+].C(=O)([O-])[O-].[K+].[K+]. The catalyst is CC(=O)CC. The product is [F:46][C:38]1([F:45])[C:39]2[C:44](=[CH:43][CH:42]=[CH:41][CH:40]=2)[N:36]([CH2:35][CH2:34][CH2:33][N:9]2[CH2:10][CH2:11][C:6]3([N:5]([C:12]4[CH:13]=[CH:14][CH:15]=[CH:16][CH:17]=4)[CH2:4][N:3]([CH2:18][C:19]4[CH:20]=[C:21]([CH:29]=[CH:30][CH:31]=4)[C:22]([O:24][C:25]([CH3:28])([CH3:26])[CH3:27])=[O:23])[C:2]3=[O:1])[CH2:7][CH2:8]2)[C:37]1=[O:47]. The yield is 0.468. (2) The reactants are Cl.C([N:9]1[CH2:14][CH2:13][CH2:12][C:11](=[O:15])[CH2:10]1)C1C=CC=CC=1.[C:27]([O:26][C:24](O[C:24]([O:26][C:27]([CH3:30])([CH3:29])[CH3:28])=[O:25])=[O:25])([CH3:30])([CH3:29])[CH3:28].C(=O)(O)[O-].[Na+].Cl. The catalyst is CO.[Pd].O1CCCC1. The product is [C:27]([O:26][C:24]([N:9]1[CH2:14][CH2:13][CH2:12][C:11](=[O:15])[CH2:10]1)=[O:25])([CH3:28])([CH3:29])[CH3:30]. The yield is 0.860.